This data is from Catalyst prediction with 721,799 reactions and 888 catalyst types from USPTO. The task is: Predict which catalyst facilitates the given reaction. (1) Reactant: C([N:8]1[CH2:13][CH2:12][O:11][C@H:10]([CH2:14][C:15]2[CH:20]=[CH:19][C:18]([O:21][CH2:22][CH:23]3[CH2:25][CH2:24]3)=[C:17]([Cl:26])[CH:16]=2)[CH2:9]1)C1C=CC=CC=1. Product: [Cl:26][C:17]1[CH:16]=[C:15]([CH:20]=[CH:19][C:18]=1[O:21][CH2:22][CH:23]1[CH2:25][CH2:24]1)[CH2:14][C@H:10]1[O:11][CH2:12][CH2:13][NH:8][CH2:9]1. The catalyst class is: 26. (2) Reactant: [CH3:1][N:2]1[C:6]2[CH:7]=[CH:8][C:9]([N:11]3[CH:16]=[C:15]([C:17]([O:19][CH2:20][CH3:21])=[O:18])[C:14](=[O:22])[N:13]([CH:23]4[C:31]5[C:26](=[C:27]([C:32]([F:35])([F:34])[F:33])[CH:28]=[CH:29][CH:30]=5)[CH2:25][CH2:24]4)[C:12]3=[O:36])=[CH:10][C:5]=2[NH:4][C:3]1=[O:37].I[CH2:39][CH3:40].C(=O)([O-])[O-].[Cs+].[Cs+]. Product: [CH2:39]([N:4]1[C:5]2[CH:10]=[C:9]([N:11]3[CH:16]=[C:15]([C:17]([O:19][CH2:20][CH3:21])=[O:18])[C:14](=[O:22])[N:13]([C@H:23]4[C:31]5[C:26](=[C:27]([C:32]([F:34])([F:35])[F:33])[CH:28]=[CH:29][CH:30]=5)[CH2:25][CH2:24]4)[C:12]3=[O:36])[CH:8]=[CH:7][C:6]=2[N:2]([CH3:1])[C:3]1=[O:37])[CH3:40]. The catalyst class is: 3.